This data is from B-cell epitopes from IEDB database with 3,159 antigens for binding position prediction. The task is: Token-level Classification. Given an antigen amino acid sequence, predict which amino acid positions are active epitope sites capable of antibody binding. Output is a list of indices for active positions. (1) Given the antigen sequence: MNKFLNIIFYIFLILNFSFFQSNATSKEIQKDEQKNLRNGSSINNNKNIENKNDNIETQYEASEYIEKQNDILNMYNDEKEKNNNNSLDTNVTKNTVIDNSNKFQSIEDNNVYNKGIFVGTGIKLNDSQTTSDNYKNERYQIDDEKLKYGGSFDTIFSGFVNLLTPSSPTQNDGSTGRNVPPPSEPNVDTPDPPTAPAPVKVPEDAKLSSSPRPEGPRANNRNENNQNTDPYNHYFAWEIGGGAPTYKPENNKNDNILLEHVKITSWDKEDIIKENEDTKREVQETEDTDETEDTDETEETEDMEDENEIVEDQLQENEDDEDNVNLEDINKNTRNDIFEEQIKLDSTQDDKAQKLISNEYKKTEEKKSLEDHVNLLFNFLQTNNQLDPSLKDLENELTFFLNNY, which amino acid positions are active epitope sites? The epitope positions are: [231, 232, 233, 234, 235, 236, 237, 238, 239, 240, 241, 242, 243, 244, 245, 246, 247, 248, 249, 250... (22 total positions)]. The amino acids at these positions are: YNHYFAWEIGGGAPTYKPENNK. (2) Given the antigen sequence: MKRGLTVAVAGAAILVAGLSGCSSNKSTTGSGETTTAAGTTASPGAASGPKVVIDGKDQNVTGSVVCTTAAGNVNIAIGGAATGIAAVLTDGNPPEVKSVGLGNVNGVTLGYTSGTGQGNASATKDGSHYKITGTATGVDMANPMSPVNKSFEIEVTCS, which amino acid positions are active epitope sites? The epitope positions are: [105, 106, 107, 108, 109, 110, 111, 112, 113, 114, 115, 116, 117, 118, 119, 120, 121, 122, 123, 124]. The amino acids at these positions are: NGVTLGYTSGTGQGNASATK. (3) The epitope positions are: [344, 345, 346, 347, 348, 349, 350, 351, 352, 353, 354, 355, 356, 357, 358, 359, 360, 361, 362]. The amino acids at these positions are: PAKLLKERGFFGAIAGFLE. Given the antigen sequence: LMVVTSNADRICTGITSSNSPHVVKTATQGEVNVTGVIPLTTTPTKSHFANLKGTQTRGKLCPNCLNCTDLDVALGRPKCMGNIPSAKASILHEVKPGTSGCFPIMHDRTKIRQLPNLLRGYENIRLSARNVTNAETAPGGPYIVGTSGSCPNVTNGNGFFATMAWAVPKNKTATNPLTVEVPYICTKGEDQITVWGFHSDDETQMVKLYGDSKPQKFTSSANGVTTHYVSQIGGFPNQAEDEGLPQSGRIVVDYMVQKPGKTGTIAYQRGVLLPQKVWCASGRRKVIEGSLPLIGEADCLHEKYGGLNKSKPYYTGEHAKAIGNCPIWVKTPLKLANGTKYRPPAKLLKERGFFGAIAGFLEGGWEGMIAGWHGYTSHGAHGVAVAADLKSTQEAINKITKNLFSLSELEVKNLHRLSGAMDELHNEILELDEKVDDLRADTISSQIELAVLLSNEGIINSEDEHLLALERKLKKMLGPSAVEIGNGCFETKHKCNQTC..., which amino acid positions are active epitope sites?